This data is from Catalyst prediction with 721,799 reactions and 888 catalyst types from USPTO. The task is: Predict which catalyst facilitates the given reaction. Reactant: [OH:1][C@@H:2]1[CH2:25][CH2:24][C@@:23]2([CH3:26])[C@H:4](/[C:5](=[CH:29]\[CH3:30])/[C:6](=[O:28])[C@@H:7]3[C@@H:22]2[CH2:21][CH2:20][C@@:19]2([CH3:27])[C@H:8]3[CH2:9][CH2:10][C@@H:11]2[C@H:12]([CH3:18])[CH2:13][CH2:14][C:15]([OH:17])=[O:16])[CH2:3]1.[H][H]. Product: [OH:1][C@@H:2]1[CH2:25][CH2:24][C@@:23]2([CH3:26])[C@H:4]([C@@H:5]([CH2:29][CH3:30])[C:6](=[O:28])[C@@H:7]3[C@@H:22]2[CH2:21][CH2:20][C@@:19]2([CH3:27])[C@H:8]3[CH2:9][CH2:10][C@@H:11]2[C@H:12]([CH3:18])[CH2:13][CH2:14][C:15]([OH:17])=[O:16])[CH2:3]1. The catalyst class is: 45.